This data is from Reaction yield outcomes from USPTO patents with 853,638 reactions. The task is: Predict the reaction yield, written as a fraction of the theoretical maximum amount of product (1.0 means a 100% yield; for example, 0.34 means a 34% yield). (1) The reactants are [NH2:1][CH:2]1[CH2:8][CH2:7][CH2:6][N:5]([C:9]([C:11]2[C:12]3[CH2:28][O:27][C:26]4[CH:25]=[C:24]([O:29][CH3:30])[C:23]([CH:31]=[C:32]([CH3:34])[CH3:33])=[CH:22][C:21]=4[C:13]=3[N:14]([C:16]3[CH:20]=[CH:19][S:18][CH:17]=3)[N:15]=2)=[O:10])[CH2:4][CH2:3]1.C(Cl)Cl.C(N(CC)C(C)C)(C)C.[CH:47]1([C:51](O)=[O:52])[CH2:50][CH2:49][CH2:48]1.C(P1(=O)OP(=O)(CCC)OP(=O)(CCC)O1)CC. No catalyst specified. The product is [CH3:30][O:29][C:24]1[C:23]([CH:31]=[C:32]([CH3:34])[CH3:33])=[CH:22][C:21]2[C:13]3[N:14]([C:16]4[CH:20]=[CH:19][S:18][CH:17]=4)[N:15]=[C:11]([C:9]([N:5]4[CH2:6][CH2:7][CH2:8][CH:2]([NH:1][C:51]([CH:47]5[CH2:50][CH2:49][CH2:48]5)=[O:52])[CH2:3][CH2:4]4)=[O:10])[C:12]=3[CH2:28][O:27][C:26]=2[CH:25]=1. The yield is 0.940. (2) The reactants are [H-].[Na+].[CH:3]1([S:6]([NH2:9])(=[O:8])=[O:7])[CH2:5][CH2:4]1.[C:10]([C:14]1[CH:19]=[CH:18][C:17]([C:20]2[CH:25]=[CH:24][CH:23]=[C:22]([CH:26]3[C:35]([CH3:37])([CH3:36])[CH2:34][C:33]4[C:32]([C:38](O)=[O:39])=[C:31]([F:41])[CH:30]=[CH:29][C:28]=4[NH:27]3)[CH:21]=2)=[CH:16][CH:15]=1)([CH3:13])([CH3:12])[CH3:11].C(N1C=CN=C1)(N1C=CN=C1)=O. The catalyst is CN(C)C=O. The product is [C:10]([C:14]1[CH:15]=[CH:16][C:17]([C:20]2[CH:25]=[CH:24][CH:23]=[C:22]([CH:26]3[C:35]([CH3:37])([CH3:36])[CH2:34][C:33]4[C:32]([C:38]([NH:9][S:6]([CH:3]5[CH2:5][CH2:4]5)(=[O:8])=[O:7])=[O:39])=[C:31]([F:41])[CH:30]=[CH:29][C:28]=4[NH:27]3)[CH:21]=2)=[CH:18][CH:19]=1)([CH3:13])([CH3:11])[CH3:12]. The yield is 0.200. (3) The reactants are [Cl:1][C:2]1[S:6][C:5]([C:7]([OH:9])=O)=[CH:4][C:3]=1[C:10]1[N:14]([CH3:15])[N:13]=[CH:12][CH:11]=1.C1CN([P+](Br)(N2CCCC2)N2CCCC2)CC1.F[P-](F)(F)(F)(F)F.C(N(C(C)C)CC)(C)C.Cl.[NH2:50][C@@H:51]([CH2:64][C:65]1[CH:70]=[CH:69][CH:68]=[CH:67][CH:66]=1)[CH2:52][N:53]1[C:61](=[O:62])[C:60]2[C:55](=[CH:56][CH:57]=[CH:58][CH:59]=2)[C:54]1=[O:63]. The catalyst is C(Cl)Cl. The product is [Cl:1][C:2]1[S:6][C:5]([C:7]([NH:50][C@@H:51]([CH2:64][C:65]2[CH:70]=[CH:69][CH:68]=[CH:67][CH:66]=2)[CH2:52][N:53]2[C:61](=[O:62])[C:60]3[C:55](=[CH:56][CH:57]=[CH:58][CH:59]=3)[C:54]2=[O:63])=[O:9])=[CH:4][C:3]=1[C:10]1[N:14]([CH3:15])[N:13]=[CH:12][CH:11]=1. The yield is 0.460. (4) The reactants are [CH2:1]([NH:4][C:5]1[N:10]=[C:9]([NH:11][CH2:12][CH2:13][CH3:14])[N:8]=[C:7](N(C)OC)[N:6]=1)[CH2:2][CH3:3].Cl.[CH:20]([NH:23][OH:24])([CH3:22])[CH3:21]. No catalyst specified. The product is [CH2:1]([NH:4][C:5]1[N:10]=[C:9]([NH:11][CH2:12][CH2:13][CH3:14])[N:8]=[C:7]([N:23]([CH:20]([CH3:22])[CH3:21])[OH:24])[N:6]=1)[CH2:2][CH3:3]. The yield is 0.610.